Dataset: Reaction yield outcomes from USPTO patents with 853,638 reactions. Task: Predict the reaction yield, written as a fraction of the theoretical maximum amount of product (1.0 means a 100% yield; for example, 0.34 means a 34% yield). (1) The reactants are [Br:1][C:2]1[CH:3]=[CH:4][C:5]2[O:9][C:8]([C:10]3[CH:15]=[CH:14][C:13]([O:16]C)=[CH:12][CH:11]=3)=[CH:7][C:6]=2[CH:18]=1.Cl.N1C=CC=CC=1. The catalyst is O. The product is [Br:1][C:2]1[CH:3]=[CH:4][C:5]2[O:9][C:8]([C:10]3[CH:11]=[CH:12][C:13]([OH:16])=[CH:14][CH:15]=3)=[CH:7][C:6]=2[CH:18]=1. The yield is 0.390. (2) The reactants are [F:1][C:2]1[CH:10]=[C:9]2[C:5](/[C:6](=[CH:12]/[C:13]3[N:17]([CH3:18])[N:16]=[CH:15][N:14]=3)/[O:7][C:8]2=O)=[C:4]([N+:19]([O-])=O)[CH:3]=1.O.[NH2:23][NH2:24].C(O)(=O)C. The catalyst is C1COCC1.O. The product is [NH2:19][C:4]1[CH:3]=[C:2]([F:1])[CH:10]=[C:9]2[C:5]=1[C:6]([CH2:12][C:13]1[N:17]([CH3:18])[N:16]=[CH:15][N:14]=1)=[N:23][NH:24][C:8]2=[O:7]. The yield is 0.420. (3) The reactants are [NH2:1][CH2:2][C@@H:3]([OH:22])[C@@H:4]([N:12]([CH3:21])[C:13](=[O:20])[C:14]1[CH:19]=[CH:18][CH:17]=[CH:16][CH:15]=1)[CH2:5][C:6]1[CH:11]=[CH:10][CH:9]=[CH:8][CH:7]=1.[N:23]1[CH:28]=[CH:27][CH:26]=[CH:25][C:24]=1[C:29](O)=[O:30].C1C=CC2N(O)N=NC=2C=1.Cl.CCN(C(C)C)C(C)C. The catalyst is C(Cl)Cl.C([O-])(O)=O.[Na+].C(Cl)CCl. The product is [C:13]([N:12]([CH3:21])[C@@H:4]([CH2:5][C:6]1[CH:11]=[CH:10][CH:9]=[CH:8][CH:7]=1)[C@H:3]([OH:22])[CH2:2][NH:1][C:29]([C:24]1[CH:25]=[CH:26][CH:27]=[CH:28][N:23]=1)=[O:30])(=[O:20])[C:14]1[CH:19]=[CH:18][CH:17]=[CH:16][CH:15]=1. The yield is 0.560. (4) The reactants are Br[C:2]1[C:7]([C:8]([F:11])([F:10])[F:9])=[CH:6][C:5]([NH:12][C:13]2[N:17]=[C:16]([NH2:18])[NH:15][N:14]=2)=[CH:4][C:3]=1[Cl:19].CN1C(C)(C)CC(SC2C=CC(B3OC(C)(C)C(C)(C)O3)=CC=2)CC1(C)C.[CH3:47][O:48][C:49]1[CH:54]=[CH:53][C:52](B(O)O)=[CH:51][C:50]=1[C:58]([F:61])([F:60])[F:59].C(=O)([O-])[O-].[Na+].[Na+]. The catalyst is C1C=CC([P]([Pd]([P](C2C=CC=CC=2)(C2C=CC=CC=2)C2C=CC=CC=2)([P](C2C=CC=CC=2)(C2C=CC=CC=2)C2C=CC=CC=2)[P](C2C=CC=CC=2)(C2C=CC=CC=2)C2C=CC=CC=2)(C2C=CC=CC=2)C2C=CC=CC=2)=CC=1.COCCOC.O1CCOCC1. The product is [Cl:19][C:3]1[C:2]([C:52]2[CH:53]=[CH:54][C:49]([O:48][CH3:47])=[C:50]([C:58]([F:59])([F:61])[F:60])[CH:51]=2)=[C:7]([C:8]([F:11])([F:10])[F:9])[CH:6]=[C:5]([NH:12][C:13]2[N:17]=[C:16]([NH2:18])[NH:15][N:14]=2)[CH:4]=1. The yield is 0.280. (5) The reactants are [C:1]([O:5][C:6](=[O:20])[NH:7][C:8]1[CH:13]=[C:12]([O:14][CH3:15])[C:11]([CH3:16])=[C:10]([O:17][CH3:18])[C:9]=1[Br:19])([CH3:4])([CH3:3])[CH3:2].C1C(=O)N([Br:28])C(=O)C1.CC(N=NC(C#N)(C)C)(C#N)C. The catalyst is C(Cl)(Cl)(Cl)Cl. The product is [C:1]([O:5][C:6](=[O:20])[NH:7][C:8]1[CH:13]=[C:12]([O:14][CH3:15])[C:11]([CH2:16][Br:28])=[C:10]([O:17][CH3:18])[C:9]=1[Br:19])([CH3:4])([CH3:2])[CH3:3]. The yield is 0.910. (6) The reactants are CS(C)=O.C(Cl)(=O)C(Cl)=O.[CH3:11][C:12]([CH3:17])([CH3:16])[CH2:13][CH2:14]O.C(N(CC)CC)C.[CH2:25]([O:28][C:29]([C:31]1[N:32]([NH2:36])[CH:33]=[CH:34][CH:35]=1)=[O:30])[CH:26]=[CH2:27].C([BH3-])#N.[Na+]. The catalyst is ClCCl.C(O)(=O)C. The product is [CH2:25]([O:28][C:29]([C:31]1[N:32]([NH:36][CH2:14][CH2:13][C:12]([CH3:17])([CH3:16])[CH3:11])[CH:33]=[CH:34][CH:35]=1)=[O:30])[CH:26]=[CH2:27]. The yield is 0.370. (7) The reactants are CO[C:3]1[CH:11]=[C:10]2[C:6]([CH:7]=[N:8][NH:9]2)=[CH:5][CH:4]=1.[C:12](=[O:15])([O-])[O-].[K+].[K+].[CH3:18]I.N#N. The catalyst is CN(C=O)C. The product is [CH3:12][O:15][C:4]1[CH:5]=[C:6]2[C:10](=[CH:11][CH:3]=1)[N:9]([CH3:18])[N:8]=[CH:7]2. The yield is 0.470. (8) The reactants are [F:1][C:2]([F:30])([F:29])[C:3]1[CH:4]=[C:5]([NH:9][C:10]2[C:11]3[N:28]=[CH:27][S:26][C:12]=3[N:13]=[C:14]([C:16]3[CH:17]=[C:18]([CH:23]=[CH:24][CH:25]=3)[C:19]([O:21]C)=[O:20])[N:15]=2)[CH:6]=[CH:7][CH:8]=1.[OH-].[Na+].Cl. The catalyst is C1COCC1.CO.O. The product is [F:30][C:2]([F:1])([F:29])[C:3]1[CH:4]=[C:5]([NH:9][C:10]2[C:11]3[N:28]=[CH:27][S:26][C:12]=3[N:13]=[C:14]([C:16]3[CH:17]=[C:18]([CH:23]=[CH:24][CH:25]=3)[C:19]([OH:21])=[O:20])[N:15]=2)[CH:6]=[CH:7][CH:8]=1. The yield is 0.672.